From a dataset of Catalyst prediction with 721,799 reactions and 888 catalyst types from USPTO. Predict which catalyst facilitates the given reaction. (1) Reactant: [NH2:1][C:2]1[C:10]([Cl:11])=[CH:9][C:5]([C:6]([OH:8])=O)=[C:4]([O:12][CH3:13])[CH:3]=1.C(N(C(C)C)CC)(C)C.C(OC(Cl)=O)C.[N:29]1([CH2:34][CH2:35][CH2:36][N:37]2[CH2:42][CH2:41][CH:40]([CH2:43][NH2:44])[CH2:39][CH2:38]2)[CH:33]=[CH:32][N:31]=[N:30]1. Product: [N:29]1([CH2:34][CH2:35][CH2:36][N:37]2[CH2:38][CH2:39][CH:40]([CH2:43][NH:44][C:6](=[O:8])[C:5]3[CH:9]=[C:10]([Cl:11])[C:2]([NH2:1])=[CH:3][C:4]=3[O:12][CH3:13])[CH2:41][CH2:42]2)[CH:33]=[CH:32][N:31]=[N:30]1. The catalyst class is: 30. (2) The catalyst class is: 3. Reactant: FC(F)(F)C(O)=O.[I:8][C:9]1[CH:25]=[CH:24][C:12]([O:13][C:14]2[CH:19]=[N:18][CH:17]=[C:16]3[S:20][C:21]([NH2:23])=[CH:22][C:15]=23)=[CH:11][CH:10]=1.C(N(C(C)C)C(C)C)C.[C:35]1([N:41]=[C:42]=[O:43])[CH:40]=[CH:39][CH:38]=[CH:37][CH:36]=1. Product: [I:8][C:9]1[CH:25]=[CH:24][C:12]([O:13][C:14]2[CH:19]=[N:18][CH:17]=[C:16]3[S:20][C:21]([NH:23][C:42]([NH:41][C:35]4[CH:40]=[CH:39][CH:38]=[CH:37][CH:36]=4)=[O:43])=[CH:22][C:15]=23)=[CH:11][CH:10]=1. (3) Reactant: [NH2:1][C:2]1[C:3]([C:18]([O:20]C)=O)=[N:4][C:5]([CH:8]2[CH2:13][CH2:12][N:11]([C:14](=[O:17])[CH2:15][CH3:16])[CH2:10][CH2:9]2)=[CH:6][N:7]=1.O.[NH2:23][NH2:24]. Product: [NH2:1][C:2]1[C:3]([C:18]([NH:23][NH2:24])=[O:20])=[N:4][C:5]([CH:8]2[CH2:9][CH2:10][N:11]([C:14](=[O:17])[CH2:15][CH3:16])[CH2:12][CH2:13]2)=[CH:6][N:7]=1. The catalyst class is: 14. (4) Reactant: [CH:1]1([C:4]2[CH:9]=[CH:8][C:7]([OH:10])=[CH:6][CH:5]=2)[CH2:3][CH2:2]1.C1(C)C=CC(S(O[CH2:21][CH2:22][Cl:23])(=O)=O)=CC=1.C(=O)([O-])[O-].[K+].[K+]. Product: [Cl:23][CH2:22][CH2:21][O:10][C:7]1[CH:8]=[CH:9][C:4]([CH:1]2[CH2:3][CH2:2]2)=[CH:5][CH:6]=1. The catalyst class is: 115. (5) Product: [CH2:23]([O:22][C:16]1[CH:15]=[C:14]([O:30][CH2:31][C:32]2[CH:33]=[CH:34][CH:35]=[CH:36][CH:37]=2)[C:13]([C:11]([N:6]2[CH2:5][C:9]3[C:8](=[CH:54][CH:55]=[C:56]([OH:57])[CH:10]=3)[CH2:7]2)=[O:12])=[CH:21][C:17]=1[C:18]([N:47]([CH2:42][CH2:43][CH2:38][CH3:44])[CH3:45])=[O:19])[C:24]1[CH:29]=[CH:28][CH:27]=[CH:26][CH:25]=1. The catalyst class is: 4. Reactant: S(Cl)(Cl)=O.[CH3:5][N:6]([C:11]([C:13]1[C:14]([O:30][CH2:31][C:32]2[CH:37]=[CH:36][CH:35]=[CH:34][CH:33]=2)=[CH:15][C:16]([O:22][CH2:23][C:24]2[CH:29]=[CH:28][CH:27]=[CH:26][CH:25]=2)=[C:17]([CH:21]=1)[C:18](O)=[O:19])=[O:12])[CH2:7][CH2:8][CH2:9][CH3:10].[C:38]1([CH3:44])[CH:43]=[CH:42]C=CC=1.[CH2:45]([N:47](C(C)C)C(C)C)C.[CH2:54]1C[O:57][CH2:56][CH2:55]1.